Dataset: Forward reaction prediction with 1.9M reactions from USPTO patents (1976-2016). Task: Predict the product of the given reaction. (1) Given the reactants FC(F)(F)C(O)=O.[CH:8]1([CH2:11][CH2:12][O:13][C:14]2[NH:15][C:16]([NH2:25])=[C:17]3[C:21]([N:22]=2)=[N:20][C:19]([O:23][CH3:24])=[N:18]3)[CH2:10][CH2:9]1.C(=O)([O-])[O-].[K+].[K+].CS(O[CH2:37][CH:38]1[CH2:42][CH2:41][O:40][CH2:39]1)(=O)=O, predict the reaction product. The product is: [CH:8]1([CH2:11][CH2:12][O:13][C:14]2[N:22]=[C:21]3[C:17]([N:18]=[C:19]([O:23][CH3:24])[N:20]3[CH2:37][CH:38]3[CH2:42][CH2:41][O:40][CH2:39]3)=[C:16]([NH2:25])[N:15]=2)[CH2:10][CH2:9]1. (2) Given the reactants Cl[C:2]1[S:6][C:5]([C:7](=[O:9])[CH3:8])=[CH:4][C:3]=1[N+:10]([O-:12])=[O:11].[Na].[Cl:14][C:15]1[CH:16]=[N:17][CH:18]=[C:19]([Cl:22])[C:20]=1[SH:21].C(=O)([O-])[O-].[K+].[K+], predict the reaction product. The product is: [Cl:14][C:15]1[CH:16]=[N:17][CH:18]=[C:19]([Cl:22])[C:20]=1[S:21][C:2]1[S:6][C:5]([C:7](=[O:9])[CH3:8])=[CH:4][C:3]=1[N+:10]([O-:12])=[O:11]. (3) Given the reactants I[C:2]1[C:7]([O:8][C:9]2[C:18]3[C:13](=[CH:14][C:15]([O:21][CH3:22])=[C:16]([O:19][CH3:20])[CH:17]=3)[N:12]=[CH:11][CH:10]=2)=[CH:6][CH:5]=[C:4]([CH3:23])[N:3]=1.[CH:24]([C:27]1[CH:32]=[CH:31][C:30](B(O)O)=[CH:29][CH:28]=1)([CH3:26])[CH3:25].C(=O)([O-])O.[Na+], predict the reaction product. The product is: [CH:24]([C:27]1[CH:32]=[CH:31][C:30]([C:2]2[C:7]([O:8][C:9]3[C:18]4[C:13](=[CH:14][C:15]([O:21][CH3:22])=[C:16]([O:19][CH3:20])[CH:17]=4)[N:12]=[CH:11][CH:10]=3)=[CH:6][CH:5]=[C:4]([CH3:23])[N:3]=2)=[CH:29][CH:28]=1)([CH3:26])[CH3:25].